This data is from Reaction yield outcomes from USPTO patents with 853,638 reactions. The task is: Predict the reaction yield, written as a fraction of the theoretical maximum amount of product (1.0 means a 100% yield; for example, 0.34 means a 34% yield). (1) The product is [Br:1][C:2]1[CH:3]=[C:4]([NH:10][C:11]2[CH:12]=[CH:13][C:14]([N:17]3[CH2:22][CH2:21][NH:20][CH2:19][CH2:18]3)=[CH:15][N:16]=2)[C:5](=[O:9])[N:6]([CH3:8])[CH:7]=1. The catalyst is Cl.O1CCOCC1. The reactants are [Br:1][C:2]1[CH:3]=[C:4]([NH:10][C:11]2[N:16]=[CH:15][C:14]([N:17]3[CH2:22][CH2:21][N:20](C(OC(C)(C)C)=O)[CH2:19][CH2:18]3)=[CH:13][CH:12]=2)[C:5](=[O:9])[N:6]([CH3:8])[CH:7]=1. The yield is 0.870. (2) The reactants are Br[C:2]1[CH:11]=[CH:10][C:9]2[O:8][CH2:7][C:6]3[CH:12]=[C:13]([C:15]([N:17]([C:19]4[CH:24]=[CH:23][C:22]([F:25])=[CH:21][C:20]=4[F:26])[CH3:18])=[O:16])[S:14][C:5]=3[C:4]=2[CH:3]=1.[Cu](C#N)[C:28]#[N:29]. The catalyst is CN(C)C=O.[Cl-].[NH4+].[OH-].[NH4+]. The product is [C:28]([C:2]1[CH:11]=[CH:10][C:9]2[O:8][CH2:7][C:6]3[CH:12]=[C:13]([C:15]([N:17]([C:19]4[CH:24]=[CH:23][C:22]([F:25])=[CH:21][C:20]=4[F:26])[CH3:18])=[O:16])[S:14][C:5]=3[C:4]=2[CH:3]=1)#[N:29]. The yield is 0.790.